From a dataset of Forward reaction prediction with 1.9M reactions from USPTO patents (1976-2016). Predict the product of the given reaction. (1) Given the reactants [O:1]=[C:2]1[CH2:7][CH2:6][N:5]([C:8]([O:10][C:11]([CH3:14])([CH3:13])[CH3:12])=[O:9])[CH2:4][CH2:3]1.[Li+].C[Si]([N-][Si](C)(C)C)(C)C.C1COCC1.[F:30][C:31]([F:38])([F:37])[C:32](OCC)=[O:33], predict the reaction product. The product is: [O:1]=[C:2]1[CH2:3][CH2:4][N:5]([C:8]([O:10][C:11]([CH3:14])([CH3:13])[CH3:12])=[O:9])[CH2:6][CH:7]1[C:32](=[O:33])[C:31]([F:38])([F:37])[F:30]. (2) Given the reactants [Br:1]Br.[Cl:3][C:4]1[CH:9]=[CH:8][C:7]([C:10]2[CH:15]=[CH:14][C:13]([Cl:16])=[CH:12][CH:11]=2)=[CH:6][C:5]=1[C:17](=[O:19])[CH3:18].[O-]S([O-])=O.[Na+].[Na+], predict the reaction product. The product is: [Br:1][CH2:18][C:17]([C:5]1[CH:6]=[C:7]([C:10]2[CH:11]=[CH:12][C:13]([Cl:16])=[CH:14][CH:15]=2)[CH:8]=[CH:9][C:4]=1[Cl:3])=[O:19]. (3) The product is: [CH2:49]([O:48][CH:47]([O:51][CH2:52][CH3:53])[C@@H:46]([N:34]([CH2:35][C:36]1[C:45]2[C:40](=[CH:41][CH:42]=[CH:43][CH:44]=2)[CH:39]=[CH:38][CH:37]=1)[C:32](=[O:33])[C@@H:23]([NH:22][C:19](=[O:21])[CH2:18][N:2]([CH3:1])[NH:3][C:4](=[O:17])[NH:5][CH2:6][C:7]1[C:16]2[C:11](=[CH:12][CH:13]=[CH:14][CH:15]=2)[CH:10]=[CH:9][CH:8]=1)[CH2:24][C:25]([O:27][C:28]([CH3:30])([CH3:31])[CH3:29])=[O:26])[CH3:54])[CH3:50]. Given the reactants [CH3:1][N:2]([CH2:18][C:19]([OH:21])=O)[NH:3][C:4](=[O:17])[NH:5][CH2:6][C:7]1[C:16]2[C:11](=[CH:12][CH:13]=[CH:14][CH:15]=2)[CH:10]=[CH:9][CH:8]=1.[NH2:22][C@H:23]([C:32]([N:34]([C@@H:46]([CH3:54])[CH:47]([O:51][CH2:52][CH3:53])[O:48][CH2:49][CH3:50])[CH2:35][C:36]1[C:45]2[C:40](=[CH:41][CH:42]=[CH:43][CH:44]=2)[CH:39]=[CH:38][CH:37]=1)=[O:33])[CH2:24][C:25]([O:27][C:28]([CH3:31])([CH3:30])[CH3:29])=[O:26], predict the reaction product. (4) Given the reactants Cl[C:2]1[C:11]2[C:6](=[CH:7][CH:8]=[C:9]([CH3:12])[CH:10]=2)[N:5]=[C:4]([N:13]2[CH2:19][C:18]3[CH:20]=[CH:21][CH:22]=[CH:23][C:17]=3[S:16](=[O:25])(=[O:24])[CH2:15][CH2:14]2)[CH:3]=1.[NH2:26][C@H:27]([C:29]([OH:31])=[O:30])[CH3:28], predict the reaction product. The product is: [O:24]=[S:16]1(=[O:25])[C:17]2[CH:23]=[CH:22][CH:21]=[CH:20][C:18]=2[CH2:19][N:13]([C:4]2[CH:3]=[C:2]([NH:26][C@H:27]([C:29]([OH:31])=[O:30])[CH3:28])[C:11]3[C:6](=[CH:7][CH:8]=[C:9]([CH3:12])[CH:10]=3)[N:5]=2)[CH2:14][CH2:15]1. (5) Given the reactants [CH:1]([C:3]1[CH:8]=[CH:7][C:6]([C:9]2[CH:14]=[CH:13][CH:12]=[C:11](CCC(OCC)=O)[C:10]=2[O:22][CH2:23][CH2:24][CH2:25][O:26][CH3:27])=[CH:5][CH:4]=1)=O.[C:28]([OH:31])(=[O:30])[CH3:29].[NH:32]1[CH2:37][CH2:36][CH2:35][CH2:34][CH2:33]1.[C:38](O[BH-](OC(=O)C)OC(=O)C)(=O)[CH3:39].[Na+].[C:52](=O)(O)[O-].[Na+], predict the reaction product. The product is: [CH3:27][O:26][CH2:25][CH2:24][CH2:23][O:22][C:10]1[CH:11]=[C:12]([CH2:52][CH2:29][C:28]([O:31][CH2:38][CH3:39])=[O:30])[CH:13]=[CH:14][C:9]=1[C:6]1[CH:7]=[CH:8][C:3]([CH2:1][N:32]2[CH2:37][CH2:36][CH2:35][CH2:34][CH2:33]2)=[CH:4][CH:5]=1.